Dataset: Catalyst prediction with 721,799 reactions and 888 catalyst types from USPTO. Task: Predict which catalyst facilitates the given reaction. (1) Reactant: [NH2:1][C:2]1[CH:3]=[C:4]([NH:8][C:9](=[O:16])[CH2:10][N:11]([CH2:14][CH3:15])[CH2:12][CH3:13])[CH:5]=[CH:6][CH:7]=1.Cl.[N-:18]=[N+:19]=[N-].[Na+].C([O-])(O)=O.[Na+]. Product: [N:1]([C:2]1[CH:3]=[C:4]([NH:8][C:9](=[O:16])[CH2:10][N:11]([CH2:14][CH3:15])[CH2:12][CH3:13])[CH:5]=[CH:6][CH:7]=1)=[N+:18]=[N-:19]. The catalyst class is: 20. (2) Reactant: [C:1]12[C:7](=[CH:8][CH:9]=[CH:10][CH:11]=1)[NH:6]C(=O)[O:4][C:2]2=O.[CH3:13][O:14][C:15]1[CH:20]=[CH:19][C:18]([NH2:21])=[CH:17][CH:16]=1. Product: [NH2:6][C:7]1[CH:8]=[CH:9][CH:10]=[CH:11][C:1]=1[C:2]([NH:21][C:18]1[CH:19]=[CH:20][C:15]([O:14][CH3:13])=[CH:16][CH:17]=1)=[O:4]. The catalyst class is: 11.